Dataset: Forward reaction prediction with 1.9M reactions from USPTO patents (1976-2016). Task: Predict the product of the given reaction. (1) The product is: [CH3:32][N:33]([CH2:34][C:35]1[S:40][CH:39]=[CH:43][CH:42]=1)[C:19](=[O:20])[CH2:18][C:15]1[CH:14]=[CH:13][C:12]([N:5]2[C:6]3[CH2:7][CH2:8][CH2:9][CH2:10][C:11]=3[C:3]([C:2]([F:22])([F:1])[F:23])=[N:4]2)=[CH:17][CH:16]=1. Given the reactants [F:1][C:2]([F:23])([F:22])[C:3]1[C:11]2[CH2:10][CH2:9][CH2:8][CH2:7][C:6]=2[N:5]([C:12]2[CH:17]=[CH:16][C:15]([CH2:18][C:19](O)=[O:20])=[CH:14][CH:13]=2)[N:4]=1.C(N1[CH:35]=[CH:34][N:33]=[CH:32]1)([N:33]1[CH:34]=[CH:35]N=[CH:32]1)=O.CN([C:39]1[S:40]C=[CH:42][CH:43]=1)C, predict the reaction product. (2) Given the reactants [Cl:1][S:2]([OH:5])(=O)=[O:3].[F:6][C:7]([F:21])([F:20])[C:8]([N:10]1[C:19]2[C:14](=[CH:15][CH:16]=[CH:17][CH:18]=2)[CH2:13][CH2:12][CH2:11]1)=[O:9].S(OCl)(=O)=O, predict the reaction product. The product is: [F:21][C:7]([F:6])([F:20])[C:8]([N:10]1[C:19]2[C:14](=[CH:15][C:16]([S:2]([Cl:1])(=[O:5])=[O:3])=[CH:17][CH:18]=2)[CH2:13][CH2:12][CH2:11]1)=[O:9]. (3) Given the reactants [Br:1][C:2]1[CH:3]=[C:4]([C@:7]23[CH2:15][CH2:14][O:13][CH2:12][C@H:11]2[CH2:10][O:9][NH:8]3)[S:5][CH:6]=1, predict the reaction product. The product is: [NH2:8][C@@:7]1([C:4]2[S:5][CH:6]=[C:2]([Br:1])[CH:3]=2)[CH2:15][CH2:14][O:13][CH2:12][C@H:11]1[CH2:10][OH:9]. (4) Given the reactants C(OC([N:8]1[C:12]2[CH2:13][CH2:14][N:15]([C:18]([O:20][C:21]([CH3:24])([CH3:23])[CH3:22])=[O:19])[CH2:16][CH2:17][C:11]=2[N:10]=[CH:9]1)=O)(C)(C)C.[OH-].[Na+], predict the reaction product. The product is: [C:21]([O:20][C:18]([N:15]1[CH2:16][CH2:17][C:11]2[N:10]=[CH:9][NH:8][C:12]=2[CH2:13][CH2:14]1)=[O:19])([CH3:24])([CH3:22])[CH3:23]. (5) Given the reactants F[C:2]1[C:7]([CH3:8])=[CH:6][CH:5]=[CH:4][C:3]=1[C:9]([C:11]1[CH:16]=[CH:15][C:14]([O:17][CH3:18])=[CH:13][CH:12]=1)=O.O.[NH2:20][NH2:21], predict the reaction product. The product is: [CH3:18][O:17][C:14]1[CH:15]=[CH:16][C:11]([C:9]2[C:3]3[C:2](=[C:7]([CH3:8])[CH:6]=[CH:5][CH:4]=3)[NH:21][N:20]=2)=[CH:12][CH:13]=1. (6) Given the reactants [N:1]1([C:8]2[N:13]=[CH:12][C:11]([NH:14][C:15]([C:17]3[N:18]=[C:19]([C:26]4[CH:31]=[CH:30][CH:29]=[CH:28][CH:27]=4)[O:20][C:21]=3[C:22]([F:25])([F:24])[F:23])=[O:16])=[CH:10][CH:9]=2)[CH2:7][CH2:6][CH2:5][NH:4][CH2:3][CH2:2]1.[F:32][C:33]1[CH:38]=[CH:37][CH:36]=[C:35]([F:39])[C:34]=1[N:40]=[C:41]=[O:42], predict the reaction product. The product is: [F:32][C:33]1[CH:38]=[CH:37][CH:36]=[C:35]([F:39])[C:34]=1[NH:40][C:41]([N:4]1[CH2:5][CH2:6][CH2:7][N:1]([C:8]2[N:13]=[CH:12][C:11]([NH:14][C:15]([C:17]3[N:18]=[C:19]([C:26]4[CH:31]=[CH:30][CH:29]=[CH:28][CH:27]=4)[O:20][C:21]=3[C:22]([F:23])([F:25])[F:24])=[O:16])=[CH:10][CH:9]=2)[CH2:2][CH2:3]1)=[O:42]. (7) Given the reactants [NH2:1][C:2]1[N:7]=[CH:6][C:5]([C:8]2[CH:16]=[CH:15][C:11]([C:12]([OH:14])=O)=[CH:10][CH:9]=2)=[CH:4][C:3]=1[C:17]1[O:18][C:19]([C:22]2[CH:27]=[CH:26][CH:25]=[CH:24][CH:23]=2)=[N:20][N:21]=1.[C:28]([C:35]1[NH:36][CH:37]=[CH:38][N:39]=1)([C:30]1NC=CN=1)=O.CCN(C(C)C)C(C)C.N1CCCNCC1.CN(C(ON1N=NC2C=CC=CC1=2)=[N+](C)C)C.[B-](F)(F)(F)F, predict the reaction product. The product is: [NH2:1][C:2]1[N:7]=[CH:6][C:5]([C:8]2[CH:16]=[CH:15][C:11]([C:12]([N:39]3[CH2:30][CH2:28][CH2:35][NH:36][CH2:37][CH2:38]3)=[O:14])=[CH:10][CH:9]=2)=[CH:4][C:3]=1[C:17]1[O:18][C:19]([C:22]2[CH:23]=[CH:24][CH:25]=[CH:26][CH:27]=2)=[N:20][N:21]=1. (8) Given the reactants [O:1]=[C:2]1[C:10]2[C:5](=[C:6]([C:11]3[NH:12][CH:13]=[CH:14][CH:15]=3)[CH:7]=[CH:8][CH:9]=2)[C:4](=[O:16])[N:3]1[CH:17]([C:22]1[CH:27]=[CH:26][C:25]([O:28][CH3:29])=[C:24]([O:30][CH2:31][CH3:32])[CH:23]=1)[CH2:18][C:19](O)=[O:20].[C:33](N1C=CN=C1)([N:35]1C=CN=[CH:36]1)=O.CNC.O, predict the reaction product. The product is: [O:1]=[C:2]1[C:10]2[C:5](=[C:6]([C:11]3[NH:12][CH:13]=[CH:14][CH:15]=3)[CH:7]=[CH:8][CH:9]=2)[C:4](=[O:16])[N:3]1[CH:17]([C:22]1[CH:27]=[CH:26][C:25]([O:28][CH3:29])=[C:24]([O:30][CH2:31][CH3:32])[CH:23]=1)[CH2:18][C:19]([N:35]([CH3:36])[CH3:33])=[O:20]. (9) Given the reactants C(OC([N:8]1[CH2:12][CH:11]([NH:13][C:14](=[O:39])[CH:15]([NH:20][C:21](=[O:38])[CH:22]([CH:32]2[CH2:37][CH2:36][CH2:35][CH2:34][CH2:33]2)[NH:23][C:24]([C:26]2[CH:31]=[N:30][CH:29]=[CH:28][N:27]=2)=[O:25])[C:16]([CH3:19])([CH3:18])[CH3:17])[CH:10]([C:40]([O:42]C(C)(C)C)=[O:41])[CH2:9]1)=O)(C)(C)C.[S:47](Cl)(Cl)(=[O:49])=[O:48], predict the reaction product. The product is: [C:10]([O:42][C:40]([CH:10]1[CH:11]([NH:13][C:14](=[O:39])[CH:15]([NH:20][C:21](=[O:38])[CH:22]([CH:32]2[CH2:33][CH2:34][CH2:35][CH2:36][CH2:37]2)[NH:23][C:24]([C:26]2[CH:31]=[N:30][CH:29]=[CH:28][N:27]=2)=[O:25])[C:16]([CH3:19])([CH3:17])[CH3:18])[CH2:12][N:8]([S:47]([C:35]2[CH:36]=[CH:37][C:32]([CH3:22])=[CH:33][CH:34]=2)(=[O:49])=[O:48])[CH2:9]1)=[O:41])([CH3:40])([CH3:9])[CH3:11].